Task: Regression. Given a peptide amino acid sequence and an MHC pseudo amino acid sequence, predict their binding affinity value. This is MHC class I binding data.. Dataset: Peptide-MHC class I binding affinity with 185,985 pairs from IEDB/IMGT The peptide sequence is EMRQKHSQAV. The MHC is HLA-A02:03 with pseudo-sequence HLA-A02:03. The binding affinity (normalized) is 0.170.